This data is from Forward reaction prediction with 1.9M reactions from USPTO patents (1976-2016). The task is: Predict the product of the given reaction. (1) Given the reactants [C:1]1([C:7]2[S:8][CH:9]=[C:10]([C:12]([C:14]3[CH:19]=[C:18]([O:20][CH3:21])[C:17]([O:22][CH3:23])=[C:16]([O:24][CH3:25])[CH:15]=3)=[O:13])[N:11]=2)[CH:6]=[CH:5][CH:4]=[CH:3][CH:2]=1.[CH3:26][N:27](C)[C:28]1C=CC(C#N)=CC=1.N[C@H](C(O)=O)CS, predict the reaction product. The product is: [CH3:26][N:27]([CH3:28])[C:4]1[CH:5]=[CH:6][C:1]([C:7]2[S:8][CH:9]=[C:10]([C:12]([C:14]3[CH:19]=[C:18]([O:20][CH3:21])[C:17]([O:22][CH3:23])=[C:16]([O:24][CH3:25])[CH:15]=3)=[O:13])[N:11]=2)=[CH:2][CH:3]=1. (2) Given the reactants [Cl:1][C:2]1[C:3]([O:12][C:13]2[CH:18]=[C:17]([O:19][CH2:20][O:21][CH3:22])[CH:16]=[CH:15][C:14]=2[CH2:23][CH2:24][C:25](OCC)=[O:26])=[N:4][CH:5]=[C:6]([C:8]([F:11])([F:10])[F:9])[CH:7]=1.[H-].C([Al+]CC(C)C)C(C)C, predict the reaction product. The product is: [Cl:1][C:2]1[C:3]([O:12][C:13]2[CH:18]=[C:17]([O:19][CH2:20][O:21][CH3:22])[CH:16]=[CH:15][C:14]=2[CH2:23][CH2:24][CH2:25][OH:26])=[N:4][CH:5]=[C:6]([C:8]([F:10])([F:9])[F:11])[CH:7]=1.